Dataset: Peptide-MHC class II binding affinity with 134,281 pairs from IEDB. Task: Regression. Given a peptide amino acid sequence and an MHC pseudo amino acid sequence, predict their binding affinity value. This is MHC class II binding data. (1) The peptide sequence is KEFDLYKKSGITEVDRT. The MHC is DRB1_0405 with pseudo-sequence DRB1_0405. The binding affinity (normalized) is 0.323. (2) The peptide sequence is KAAMGLRISSSFSFG. The MHC is DRB1_0802 with pseudo-sequence DRB1_0802. The binding affinity (normalized) is 0.432. (3) The peptide sequence is DDLMIRVIAQGPTAT. The MHC is HLA-DQA10301-DQB10302 with pseudo-sequence HLA-DQA10301-DQB10302. The binding affinity (normalized) is 0.266.